Regression. Given a peptide amino acid sequence and an MHC pseudo amino acid sequence, predict their binding affinity value. This is MHC class I binding data. From a dataset of Peptide-MHC class I binding affinity with 185,985 pairs from IEDB/IMGT. (1) The peptide sequence is YSDIPRLKK. The MHC is HLA-A03:01 with pseudo-sequence HLA-A03:01. The binding affinity (normalized) is 0.539. (2) The peptide sequence is VEYPIIGDEL. The MHC is HLA-B40:01 with pseudo-sequence HLA-B40:01. The binding affinity (normalized) is 0.850. (3) The peptide sequence is TVIKNNMI. The MHC is HLA-A02:01 with pseudo-sequence HLA-A02:01. The binding affinity (normalized) is 0. (4) The peptide sequence is IFLKPEETF. The MHC is HLA-B08:01 with pseudo-sequence HLA-B08:01. The binding affinity (normalized) is 0.0847. (5) The peptide sequence is FQTQNGQFI. The MHC is H-2-Kb with pseudo-sequence H-2-Kb. The binding affinity (normalized) is 0.0352. (6) The peptide sequence is DLTQIFEVY. The MHC is HLA-A33:01 with pseudo-sequence HLA-A33:01. The binding affinity (normalized) is 0.367. (7) The peptide sequence is RLRPGGKKK. The MHC is HLA-A29:02 with pseudo-sequence HLA-A29:02. The binding affinity (normalized) is 0. (8) The binding affinity (normalized) is 0. The MHC is HLA-B44:03 with pseudo-sequence HLA-B44:03. The peptide sequence is KYCWNLLQY. (9) The MHC is Mamu-B8701 with pseudo-sequence Mamu-B8701. The peptide sequence is NDTNYSGFM. The binding affinity (normalized) is 0.0150. (10) The peptide sequence is ISSVLTILY. The MHC is HLA-A03:01 with pseudo-sequence HLA-A03:01. The binding affinity (normalized) is 0.568.